This data is from CYP3A4 inhibition data for predicting drug metabolism from PubChem BioAssay. The task is: Regression/Classification. Given a drug SMILES string, predict its absorption, distribution, metabolism, or excretion properties. Task type varies by dataset: regression for continuous measurements (e.g., permeability, clearance, half-life) or binary classification for categorical outcomes (e.g., BBB penetration, CYP inhibition). Dataset: cyp3a4_veith. The compound is COC(=O)[C@@]1(Cc2ccc(F)cc2)[C@H]2c3cc(C(=O)N(C)C)n(Cc4ccc(C(F)(F)F)nc4)c3C[C@H]2CN1C(=O)c1ccccc1. The result is 1 (inhibitor).